Task: Predict the reactants needed to synthesize the given product.. Dataset: Full USPTO retrosynthesis dataset with 1.9M reactions from patents (1976-2016) (1) Given the product [C:22]([O:30][CH2:31][C:32]1[CH:33]=[C:34]([CH:37]=[CH:38][C:39]=1[CH2:40][O:41][C:42](=[O:49])[C:43]1[CH:44]=[CH:45][CH:46]=[CH:47][CH:48]=1)[CH2:35][O:19][C:17]1[CH:16]=[CH:15][C:14]([CH2:20][CH3:21])=[C:13]([C:4]2[CH:5]=[CH:6][C:7]([C:9](=[O:12])[CH2:10][CH3:11])=[CH:8][C:3]=2[CH2:1][CH3:2])[CH:18]=1)(=[O:29])[C:23]1[CH:24]=[CH:25][CH:26]=[CH:27][CH:28]=1, predict the reactants needed to synthesize it. The reactants are: [CH2:1]([C:3]1[CH:8]=[C:7]([C:9](=[O:12])[CH2:10][CH3:11])[CH:6]=[CH:5][C:4]=1[C:13]1[CH:18]=[C:17]([OH:19])[CH:16]=[CH:15][C:14]=1[CH2:20][CH3:21])[CH3:2].[C:22]([O:30][CH2:31][C:32]1[CH:33]=[C:34]([CH:37]=[CH:38][C:39]=1[CH2:40][O:41][C:42](=[O:49])[C:43]1[CH:48]=[CH:47][CH:46]=[CH:45][CH:44]=1)[CH2:35]Br)(=[O:29])[C:23]1[CH:28]=[CH:27][CH:26]=[CH:25][CH:24]=1. (2) Given the product [C:1]1([O:7][C:8](=[O:9])[NH:11][CH2:12][CH:13]2[CH2:14][CH2:15][C:16]([N:25]([CH3:27])[CH3:26])([C:19]3[CH:20]=[CH:21][CH:22]=[CH:23][CH:24]=3)[CH2:17][CH2:18]2)[CH:6]=[CH:5][CH:4]=[CH:3][CH:2]=1, predict the reactants needed to synthesize it. The reactants are: [C:1]1([O:7][C:8](Cl)=[O:9])[CH:6]=[CH:5][CH:4]=[CH:3][CH:2]=1.[NH2:11][CH2:12][CH:13]1[CH2:18][CH2:17][C:16]([N:25]([CH3:27])[CH3:26])([C:19]2[CH:24]=[CH:23][CH:22]=[CH:21][CH:20]=2)[CH2:15][CH2:14]1.N1C=CC=CC=1. (3) Given the product [CH2:22]([O:21][C:19](=[O:20])[C:4]#[C:3][C:2]([CH3:12])([O:5][CH:6]1[CH2:11][CH2:10][CH2:9][CH2:8][O:7]1)[CH3:1])[CH3:23], predict the reactants needed to synthesize it. The reactants are: [CH3:1][C:2]([CH3:12])([O:5][CH:6]1[CH2:11][CH2:10][CH2:9][CH2:8][O:7]1)[C:3]#[CH:4].C([Li])CCC.Cl[C:19]([O:21][CH2:22][CH3:23])=[O:20].